This data is from Catalyst prediction with 721,799 reactions and 888 catalyst types from USPTO. The task is: Predict which catalyst facilitates the given reaction. (1) Reactant: [Cl:1][C:2]1[C:3]2[NH:10][C:9]([C:11]3[O:12][CH:13]=[CH:14][CH:15]=3)=[CH:8][C:4]=2[N:5]=[CH:6][N:7]=1.[H-].[Na+].[CH3:18]I.[Cl-].[NH4+]. Product: [Cl:1][C:2]1[C:3]2[N:10]([CH3:18])[C:9]([C:11]3[O:12][CH:13]=[CH:14][CH:15]=3)=[CH:8][C:4]=2[N:5]=[CH:6][N:7]=1. The catalyst class is: 9. (2) Reactant: [Cl:1][C:2]1[N:7]=[C:6]([N:8]2[C@@H:12]3[CH2:13][CH2:14][CH2:15][CH2:16][C@@H:11]3[N:10]([C:17]([O:19][C:20]([CH3:23])([CH3:22])[CH3:21])=[O:18])[CH2:9]2)[C:5]([F:24])=[CH:4][C:3]=1[C:25]#[N:26].CC([OH:30])C.C([O-])([O-])=O.[K+].[K+].OO. Product: [C:25]([C:3]1[CH:4]=[C:5]([F:24])[C:6]([N:8]2[C@@H:12]3[CH2:13][CH2:14][CH2:15][CH2:16][C@@H:11]3[N:10]([C:17]([O:19][C:20]([CH3:21])([CH3:22])[CH3:23])=[O:18])[CH2:9]2)=[N:7][C:2]=1[Cl:1])(=[O:30])[NH2:26]. The catalyst class is: 374. (3) Reactant: [O:1]1[CH2:6][CH:5]=[C:4]([C:7]2[CH:15]=[CH:14][C:13]([F:16])=[C:12]3[C:8]=2[CH2:9][CH2:10][C:11]3=[O:17])[CH2:3][CH2:2]1. Product: [F:16][C:13]1[CH:14]=[CH:15][C:7]([CH:4]2[CH2:5][CH2:6][O:1][CH2:2][CH2:3]2)=[C:8]2[C:12]=1[C:11](=[O:17])[CH2:10][CH2:9]2. The catalyst class is: 312. (4) Reactant: C[Si]([N-][Si](C)(C)C)(C)C.[K+].[Cl:11][C:12]1[C:13]([CH3:28])=[N:14][N:15]2[C:20]([Cl:21])=[C:19]([CH2:22][C:23]([O:25][CH3:26])=[O:24])[C:18]([CH3:27])=[N:17][C:16]=12.C1(C2[O:37]N2S(C2C=CC=CC=2)(=O)=O)C=CC=CC=1. Product: [Cl:11][C:12]1[C:13]([CH3:28])=[N:14][N:15]2[C:20]([Cl:21])=[C:19]([CH:22]([OH:37])[C:23]([O:25][CH3:26])=[O:24])[C:18]([CH3:27])=[N:17][C:16]=12. The catalyst class is: 1. (5) Reactant: [Cl:1][C:2]1[N:10]=[C:9]2[C:5]([N:6]([CH:11]([C@H:13]3[CH2:18][CH2:17][C@H:16]([CH3:19])[CH2:15][CH2:14]3)[CH3:12])[CH:7]=[N:8]2)=[C:4](Cl)[N:3]=1.Cl.[CH:22]1([C@H:26]([NH2:28])[CH3:27])[CH2:25][CH2:24][CH2:23]1.CCN(C(C)C)C(C)C. The catalyst class is: 32. Product: [Cl:1][C:2]1[N:10]=[C:9]2[C:5]([N:6]([CH:11]([C@H:13]3[CH2:18][CH2:17][C@H:16]([CH3:19])[CH2:15][CH2:14]3)[CH3:12])[CH:7]=[N:8]2)=[C:4]([NH:28][C@@H:26]([CH:22]2[CH2:25][CH2:24][CH2:23]2)[CH3:27])[N:3]=1. (6) Reactant: [C:1]1([C@@H:7]2[CH2:9][C@H:8]2[N:10]([CH2:17][CH:18]2[CH2:21][N:20](C(OC(C)(C)C)=O)[CH2:19]2)[C:11](=[O:16])[C:12]([F:15])([F:14])[F:13])[CH:6]=[CH:5][CH:4]=[CH:3][CH:2]=1.C(O)(C(F)(F)F)=O. Product: [NH:20]1[CH2:19][CH:18]([CH2:17][N:10]([C@@H:8]2[CH2:9][C@H:7]2[C:1]2[CH:6]=[CH:5][CH:4]=[CH:3][CH:2]=2)[C:11](=[O:16])[C:12]([F:15])([F:14])[F:13])[CH2:21]1. The catalyst class is: 2. (7) Reactant: [F:1][C:2]([F:30])([F:29])[CH2:3][NH:4][C:5]([NH:7][C:8]1[CH:13]=[CH:12][CH:11]=[C:10]([C:14]2[N:18]3[CH:19]=[CH:20][C:21]([C:23]#[C:24][Si](C)(C)C)=[CH:22][C:17]3=[N:16][CH:15]=2)[CH:9]=1)=[O:6].[F-].C([N+](CCCC)(CCCC)CCCC)CCC. Product: [C:23]([C:21]1[CH:20]=[CH:19][N:18]2[C:14]([C:10]3[CH:9]=[C:8]([NH:7][C:5]([NH:4][CH2:3][C:2]([F:30])([F:29])[F:1])=[O:6])[CH:13]=[CH:12][CH:11]=3)=[CH:15][N:16]=[C:17]2[CH:22]=1)#[CH:24]. The catalyst class is: 20. (8) Reactant: [NH2:1][C:2]1[NH:7][C:6](=[O:8])[N:5]([CH2:9][C:10]2[CH:15]=[CH:14][CH:13]=[CH:12][CH:11]=2)[C:4](=[O:16])[CH:3]=1.O.[N:18]([O-])=[O:19].[Na+]. Product: [NH2:1][C:2]1[NH:7][C:6](=[O:8])[N:5]([CH2:9][C:10]2[CH:11]=[CH:12][CH:13]=[CH:14][CH:15]=2)[C:4](=[O:16])[C:3]=1[N:18]=[O:19]. The catalyst class is: 15.